From a dataset of Peptide-MHC class I binding affinity with 185,985 pairs from IEDB/IMGT. Regression. Given a peptide amino acid sequence and an MHC pseudo amino acid sequence, predict their binding affinity value. This is MHC class I binding data. The peptide sequence is AHAGARVNL. The MHC is HLA-B15:01 with pseudo-sequence HLA-B15:01. The binding affinity (normalized) is 0.213.